This data is from Full USPTO retrosynthesis dataset with 1.9M reactions from patents (1976-2016). The task is: Predict the reactants needed to synthesize the given product. (1) Given the product [Br:1][C:2]1[CH:3]=[CH:4][C:5]([CH3:10])=[C:6]([CH:7]=1)[CH:8]=[O:9], predict the reactants needed to synthesize it. The reactants are: [Br:1][C:2]1[CH:3]=[CH:4][C:5]([CH3:10])=[C:6]([CH2:8][OH:9])[CH:7]=1. (2) Given the product [Br:7][C:6]1[CH:5]=[C:4]([Br:8])[S:3][C:2]=1[C:15]([OH:16])([CH3:17])[CH3:14], predict the reactants needed to synthesize it. The reactants are: Br[C:2]1[S:3][C:4]([Br:8])=[CH:5][C:6]=1[Br:7].[Li]CCCC.[CH3:14][C:15]([CH3:17])=[O:16]. (3) The reactants are: [NH2:1][C:2]1[CH:7]=[C:6]([O:8][C:9]2[CH:10]=[CH:11][C:12]([NH:16][C:17]([NH:19][C:20](=[O:25])[C:21]([CH3:24])([CH3:23])[CH3:22])=[O:18])=[N:13][C:14]=2[CH3:15])[CH:5]=[CH:4][N:3]=1.Cl[C:27]([O:29][C:30]([CH3:32])=[CH2:31])=[O:28].O.C(Cl)Cl. Given the product [CH3:15][C:14]1[C:9]([O:8][C:6]2[CH:5]=[CH:4][N:3]=[C:2]([NH:1][C:27](=[O:28])[O:29][C:30]([CH3:32])=[CH2:31])[CH:7]=2)=[CH:10][CH:11]=[C:12]([NH:16][C:17]([NH:19][C:20](=[O:25])[C:21]([CH3:22])([CH3:24])[CH3:23])=[O:18])[N:13]=1, predict the reactants needed to synthesize it.